This data is from Forward reaction prediction with 1.9M reactions from USPTO patents (1976-2016). The task is: Predict the product of the given reaction. The product is: [F:32][CH:2]([F:1])[C:3]1[N:7]([C:8]2[N:13]=[C:12]([N:14]3[CH2:15][CH2:16][O:17][CH2:18][CH2:19]3)[N:11]=[C:10]([N:20]3[CH2:25][CH2:24][N:23]([S:41]([CH2:44][CH2:45][CH2:46][N:47]4[CH2:52][CH2:51][O:50][CH2:49][CH2:48]4)(=[O:43])=[O:42])[CH2:22][CH2:21]3)[N:9]=2)[C:6]2[CH:26]=[CH:27][CH:28]=[C:29]([O:30][CH3:31])[C:5]=2[N:4]=1. Given the reactants [F:1][CH:2]([F:32])[C:3]1[N:7]([C:8]2[N:13]=[C:12]([N:14]3[CH2:19][CH2:18][O:17][CH2:16][CH2:15]3)[N:11]=[C:10]([N:20]3[CH2:25][CH2:24][NH:23][CH2:22][CH2:21]3)[N:9]=2)[C:6]2[CH:26]=[CH:27][CH:28]=[C:29]([O:30][CH3:31])[C:5]=2[N:4]=1.Cl.Cl.N1([S:41]([CH2:44][CH2:45][CH2:46][N:47]2[CH2:52][CH2:51][O:50][CH2:49][CH2:48]2)(=[O:43])=[O:42])CCNCC1.CCN(C(C)C)C(C)C, predict the reaction product.